Task: Predict the reaction yield, written as a fraction of the theoretical maximum amount of product (1.0 means a 100% yield; for example, 0.34 means a 34% yield).. Dataset: Reaction yield outcomes from USPTO patents with 853,638 reactions (1) The reactants are Br[C:2]1[CH:15]=[C:14]2[C:5]([C:6]3[CH:7]=[CH:8][C:9]([C:16]4[NH:20][C:19]([C@@H:21]5[C@@H:26]6[CH2:27][C@@H:23]([CH2:24][CH2:25]6)[N:22]5[C:28]([O:30][C:31]([CH3:34])([CH3:33])[CH3:32])=[O:29])=[N:18][CH:17]=4)=[CH:10][C:11]=3[CH2:12][CH2:13]2)=[CH:4][CH:3]=1.[B:35]1([B:35]2[O:39][C:38]([CH3:41])([CH3:40])[C:37]([CH3:43])([CH3:42])[O:36]2)[O:39][C:38]([CH3:41])([CH3:40])[C:37]([CH3:43])([CH3:42])[O:36]1.C([O-])(=O)C.[K+]. The catalyst is C1C=CC(P(C2C=CC=CC=2)[C-]2C=CC=C2)=CC=1.C1C=CC(P(C2C=CC=CC=2)[C-]2C=CC=C2)=CC=1.Cl[Pd]Cl.[Fe+2].COCCOC. The product is [CH3:42][C:37]1([CH3:43])[C:38]([CH3:41])([CH3:40])[O:39][B:35]([C:2]2[CH:15]=[C:14]3[C:5]([C:6]4[CH:7]=[CH:8][C:9]([C:16]5[NH:20][C:19]([CH:21]6[CH:26]7[CH2:27][CH:23]([CH2:24][CH2:25]7)[N:22]6[C:28]([O:30][C:31]([CH3:34])([CH3:33])[CH3:32])=[O:29])=[N:18][CH:17]=5)=[CH:10][C:11]=4[CH2:12][CH2:13]3)=[CH:4][CH:3]=2)[O:36]1. The yield is 0.900. (2) The product is [C:48]([OH:55])(=[O:54])/[CH:49]=[CH:50]/[C:51]([OH:53])=[O:52].[CH3:22][C@@H:19]([CH2:20][CH3:21])[CH2:18][NH:17][C:16](=[O:23])[C@H:12]([CH:13]([CH3:14])[CH3:15])[CH2:11][C@H:10]([OH:24])[C@@H:9]([NH2:8])[CH2:25][N:26]1[CH2:31][C:30](=[O:32])[N:29]([C:33]2[CH:38]=[CH:37][CH:36]=[CH:35][C:34]=2[Cl:39])[CH2:28][C:27]1([CH3:41])[CH3:40]. The reactants are Cl.C(OC(=O)[NH:8][C@@H:9]([CH2:25][N:26]1[CH2:31][C:30](=[O:32])[N:29]([C:33]2[CH:38]=[CH:37][CH:36]=[CH:35][C:34]=2[Cl:39])[CH2:28][C:27]1([CH3:41])[CH3:40])[C@@H:10]([OH:24])[CH2:11][C@H:12]([C:16](=[O:23])[NH:17][CH2:18][C@@H:19]([CH3:22])[CH2:20][CH3:21])[CH:13]([CH3:15])[CH3:14])(C)(C)C.C(=O)(O)[O-].[Na+].[C:48]([OH:55])(=[O:54])/[CH:49]=[CH:50]/[C:51]([OH:53])=[O:52].C[C@@H](CC)CNC(=O)[C@H](C(C)C)C[C@H](O)[C@@H](N)CN1CC(=O)N(C2C=CC=CC=2Cl)CC1(C)C. The yield is 0.590. The catalyst is O1CCOCC1.CO. (3) The yield is 0.500. The catalyst is O1CCOCC1.C([O-])(=O)C.[Pd+2].C([O-])(=O)C. The reactants are [F:1][C:2]1[CH:10]=[CH:9][CH:8]=[C:7]([N+:11]([O-:13])=[O:12])[C:3]=1[C:4]([NH2:6])=[O:5].CC1(C)C2C(=C(P(C3C=CC=CC=3)C3C=CC=CC=3)C=CC=2)OC2C(P(C3C=CC=CC=3)C3C=CC=CC=3)=CC=CC1=2.C(=O)([O-])[O-].[Cs+].[Cs+].Br[C:63]1[CH:68]=[CH:67][CH:66]=[C:65]([CH2:69][C:70]([F:73])([F:72])[F:71])[CH:64]=1. The product is [F:1][C:2]1[CH:10]=[CH:9][CH:8]=[C:7]([N+:11]([O-:13])=[O:12])[C:3]=1[C:4]([NH:6][C:67]1[CH:68]=[CH:63][CH:64]=[C:65]([CH2:69][C:70]([F:71])([F:73])[F:72])[CH:66]=1)=[O:5].